From a dataset of Reaction yield outcomes from USPTO patents with 853,638 reactions. Predict the reaction yield, written as a fraction of the theoretical maximum amount of product (1.0 means a 100% yield; for example, 0.34 means a 34% yield). (1) The product is [CH2:30]([C:32]1[N:37]=[CH:36][C:35]([CH2:38][N:6]2[C:7](=[O:28])[C:8]([CH2:13][C:14]3[CH:19]=[CH:18][C:17]([C:20]4[C:21]([C:26]#[N:27])=[CH:22][CH:23]=[CH:24][CH:25]=4)=[CH:16][CH:15]=3)=[C:9]([CH2:10][CH2:11][CH3:12])[N:4]3[N:3]=[C:2]([CH3:1])[N:29]=[C:5]23)=[CH:34][CH:33]=1)[CH3:31]. The reactants are [CH3:1][C:2]1[N:29]=[C:5]2[NH:6][C:7](=[O:28])[C:8]([CH2:13][C:14]3[CH:19]=[CH:18][C:17]([C:20]4[C:21]([C:26]#[N:27])=[CH:22][CH:23]=[CH:24][CH:25]=4)=[CH:16][CH:15]=3)=[C:9]([CH2:10][CH2:11][CH3:12])[N:4]2[N:3]=1.[CH2:30]([C:32]1[N:37]=[CH:36][C:35]([CH2:38]O)=[CH:34][CH:33]=1)[CH3:31].C(P(CCCC)CCCC)CCC.N(C(N1CCCCC1)=O)=NC(N1CCCCC1)=O. The yield is 0.490. The catalyst is C1COCC1.C(OCC)(=O)C. (2) The reactants are [Br:1][C:2]1[CH:3]=[C:4]2[C:9](=[CH:10][CH:11]=1)[N:8]=[CH:7][C:6]([C:12](=[O:16])[CH2:13][CH2:14][CH3:15])=[C:5]2Cl.[CH3:18][N:19]([CH2:21][C:22]1[CH:28]=[CH:27][C:25]([NH2:26])=[CH:24][CH:23]=1)[CH3:20]. No catalyst specified. The product is [Br:1][C:2]1[CH:3]=[C:4]2[C:9](=[CH:10][CH:11]=1)[N:8]=[CH:7][C:6]([C:12](=[O:16])[CH2:13][CH2:14][CH3:15])=[C:5]2[NH:26][C:25]1[CH:24]=[CH:23][C:22]([CH2:21][N:19]([CH3:20])[CH3:18])=[CH:28][CH:27]=1. The yield is 0.630. (3) The reactants are [C:1]([Si:18](C)([CH3:25])[O:19][N-:20][C:21]([CH3:24])([CH3:23])[CH3:22])(OCC1C2C(=CC=CC=2)C2C1=CC=CC=2)=O.[NH:27]1[CH2:34][CH2:33][CH2:32][C@H:28]1[C:29]([OH:31])=[O:30].C(#N)C.N1CCCCC1.C(Cl)Cl. The catalyst is CO. The product is [C:21]([N-:20][O:19][SiH:18]([CH3:25])[CH3:1])([CH3:24])([CH3:23])[CH3:22].[NH:27]1[CH2:34][CH2:33][CH2:32][C@H:28]1[C:29]([OH:31])=[O:30]. The yield is 0.900.